From a dataset of Full USPTO retrosynthesis dataset with 1.9M reactions from patents (1976-2016). Predict the reactants needed to synthesize the given product. Given the product [CH2:1]([O:4][C:5]1[CH:10]=[CH:9][C:8]([NH2:11])=[CH:7][CH:6]=1)[CH:2]=[CH2:3], predict the reactants needed to synthesize it. The reactants are: [CH2:1]([O:4][C:5]1[CH:10]=[CH:9][C:8]([N+:11]([O-])=O)=[CH:7][CH:6]=1)[CH:2]=[CH2:3].CC(O)=O.C([O-])([O-])=O.[Na+].[Na+].